This data is from Full USPTO retrosynthesis dataset with 1.9M reactions from patents (1976-2016). The task is: Predict the reactants needed to synthesize the given product. Given the product [Cl:37][C:6]1[CH:5]=[N+:4]([O-:38])[CH:3]=[C:2]([Cl:1])[C:7]=1[CH2:8][C@@H:9]([C:22]1[CH:27]=[CH:26][C:25]([O:28][CH:29]([F:31])[F:30])=[C:24]([O:32][CH2:33][CH:34]2[CH2:36][CH2:35]2)[CH:23]=1)[O:10][C:11](=[O:21])[C:12]1[CH:17]=[CH:16][C:15]([O:18][CH3:19])=[C:14]([O:20][S:42]([CH:41]=[CH2:40])(=[O:44])=[O:43])[CH:13]=1, predict the reactants needed to synthesize it. The reactants are: [Cl:1][C:2]1[CH:3]=[N+:4]([O-:38])[CH:5]=[C:6]([Cl:37])[C:7]=1[CH2:8][C@@H:9]([C:22]1[CH:27]=[CH:26][C:25]([O:28][CH:29]([F:31])[F:30])=[C:24]([O:32][CH2:33][CH:34]2[CH2:36][CH2:35]2)[CH:23]=1)[O:10][C:11](=[O:21])[C:12]1[CH:17]=[CH:16][C:15]([O:18][CH3:19])=[C:14]([OH:20])[CH:13]=1.Cl[CH2:40][CH2:41][S:42](Cl)(=[O:44])=[O:43].